Regression. Given two drug SMILES strings and cell line genomic features, predict the synergy score measuring deviation from expected non-interaction effect. From a dataset of NCI-60 drug combinations with 297,098 pairs across 59 cell lines. (1) Drug 1: CC1=CC2C(CCC3(C2CCC3(C(=O)C)OC(=O)C)C)C4(C1=CC(=O)CC4)C. Drug 2: CC1CCC2CC(C(=CC=CC=CC(CC(C(=O)C(C(C(=CC(C(=O)CC(OC(=O)C3CCCCN3C(=O)C(=O)C1(O2)O)C(C)CC4CCC(C(C4)OC)O)C)C)O)OC)C)C)C)OC. Cell line: MDA-MB-231. Synergy scores: CSS=6.71, Synergy_ZIP=-5.60, Synergy_Bliss=-9.47, Synergy_Loewe=-36.5, Synergy_HSA=-18.6. (2) Drug 1: C1=CC(=CC=C1CCCC(=O)O)N(CCCl)CCCl. Drug 2: C1CNP(=O)(OC1)N(CCCl)CCCl. Cell line: TK-10. Synergy scores: CSS=8.35, Synergy_ZIP=-3.74, Synergy_Bliss=-3.93, Synergy_Loewe=-5.07, Synergy_HSA=-2.61.